This data is from Forward reaction prediction with 1.9M reactions from USPTO patents (1976-2016). The task is: Predict the product of the given reaction. (1) Given the reactants Cl[C:2]1[N:7]=[CH:6][C:5]2[C:8]([N:17]3[CH2:21][CH2:20][C@@H:19]([OH:22])[CH2:18]3)=[N:9][N:10]([C@@H:11]([CH3:16])[C:12]([F:15])([F:14])[F:13])[C:4]=2[CH:3]=1.[NH2:23][C:24]1[CH:29]=[CH:28][N:27]=[C:26]([N:30]2[CH2:35][CH2:34][C:33]([CH3:37])([OH:36])[CH:32]([F:38])[CH2:31]2)[N:25]=1.C(=O)([O-])[O-].[Cs+].[Cs+].C1(P(C2CCCCC2)C2C(OC)=CC=C(OC)C=2C2C(C(C)C)=CC(C(C)C)=CC=2C(C)C)CCCCC1, predict the reaction product. The product is: [F:38][CH:32]1[C:33]([CH3:37])([OH:36])[CH2:34][CH2:35][N:30]([C:26]2[N:25]=[C:24]([NH:23][C:2]3[N:7]=[CH:6][C:5]4[C:8]([N:17]5[CH2:21][CH2:20][C@@H:19]([OH:22])[CH2:18]5)=[N:9][N:10]([C@@H:11]([CH3:16])[C:12]([F:15])([F:14])[F:13])[C:4]=4[CH:3]=3)[CH:29]=[CH:28][N:27]=2)[CH2:31]1. (2) Given the reactants [NH:1]1[CH2:4][CH:3]([C:5]([OH:7])=[O:6])[CH2:2]1.C([O-])([O-])=O.[Na+].[Na+].[CH3:14][N:15]([CH3:28])[C:16]([C:18]1[CH:19]=[C:20]([S:24](Cl)(=[O:26])=[O:25])[CH:21]=[CH:22][CH:23]=1)=[O:17], predict the reaction product. The product is: [CH3:14][N:15]([CH3:28])[C:16]([C:18]1[CH:19]=[C:20]([S:24]([N:1]2[CH2:4][CH:3]([C:5]([OH:7])=[O:6])[CH2:2]2)(=[O:26])=[O:25])[CH:21]=[CH:22][CH:23]=1)=[O:17]. (3) Given the reactants Br[C:2]1[CH:7]=[CH:6][C:5]([S:8]([NH:11][CH:12]2[CH2:14][CH2:13]2)(=[O:10])=[O:9])=[C:4]([F:15])[CH:3]=1.[C:16]([C:18]1[N:22]([CH3:23])[C:21](B(O)O)=[CH:20][CH:19]=1)#[N:17].[F-].[K+].C(P(C(C)(C)C)C(C)(C)C)(C)(C)C, predict the reaction product. The product is: [C:16]([C:18]1[N:22]([CH3:23])[C:21]([C:2]2[CH:7]=[CH:6][C:5]([S:8]([NH:11][CH:12]3[CH2:14][CH2:13]3)(=[O:10])=[O:9])=[C:4]([F:15])[CH:3]=2)=[CH:20][CH:19]=1)#[N:17]. (4) Given the reactants [NH2:1][C:2]1[CH:10]=[CH:9][C:8]([Cl:11])=[CH:7][C:3]=1[C:4]([OH:6])=[O:5].[CH:12](=O)[CH2:13][CH3:14].C(O)(=O)C.C(O[BH-](OC(=O)C)OC(=O)C)(=O)C.[Na+], predict the reaction product. The product is: [Cl:11][C:8]1[CH:9]=[CH:10][C:2]([NH:1][CH2:12][CH2:13][CH3:14])=[C:3]([CH:7]=1)[C:4]([OH:6])=[O:5]. (5) Given the reactants [CH:1]([C:4]1[N:8]=[C:7]([N:9]2[CH2:14][CH2:13][CH:12]([C@H:15]3[CH2:17][C@H:16]3[CH2:18][CH2:19][O:20][C:21]3[CH:26]=[CH:25][C:24]([CH2:27][C:28]([O:30]C)=[O:29])=[CH:23][CH:22]=3)[CH2:11][CH2:10]2)[O:6][N:5]=1)([CH3:3])[CH3:2].[OH-].[Li+].Cl, predict the reaction product. The product is: [CH:1]([C:4]1[N:8]=[C:7]([N:9]2[CH2:14][CH2:13][CH:12]([C@H:15]3[CH2:17][C@H:16]3[CH2:18][CH2:19][O:20][C:21]3[CH:22]=[CH:23][C:24]([CH2:27][C:28]([OH:30])=[O:29])=[CH:25][CH:26]=3)[CH2:11][CH2:10]2)[O:6][N:5]=1)([CH3:3])[CH3:2]. (6) Given the reactants C(O[C:6](=[O:31])[NH:7][C@H:8]1[CH2:13][CH2:12][C@H:11]([CH:14]2[CH:27]([OH:28])[C:26]3[C:25]4[C:20](=[CH:21][CH:22]=[C:23]([O:29][CH3:30])[CH:24]=4)[N:19]=[CH:18][C:17]=3[O:16][CH2:15]2)[CH2:10][CH2:9]1)(C)(C)C.[O:32]=[C:33]1[NH:38][C:37]2[CH:39]=[C:40](C(O)=O)[CH:41]=[CH:42][C:36]=2[S:35][CH2:34]1, predict the reaction product. The product is: [CH3:30][O:29][C:23]1[CH:24]=[C:25]2[C:20](=[CH:21][CH:22]=1)[N:19]=[CH:18][C:17]1[O:16][CH2:15][CH:14]([C@H:11]3[CH2:12][CH2:13][C@H:8]([NH:7][C:6]([C:40]4[CH:41]=[CH:42][C:36]5[S:35][CH2:34][C:33](=[O:32])[NH:38][C:37]=5[CH:39]=4)=[O:31])[CH2:9][CH2:10]3)[C:27](=[O:28])[C:26]2=1. (7) Given the reactants [CH2:1]([C:5]([O:10][C:11]1[CH:33]=[CH:32][C:14]2[C:15]3[N:19]([CH2:20][CH2:21][O:22][C:13]=2[CH:12]=1)[CH:18]=[C:17]([C:23]1[N:24]([CH:29]([CH3:31])[CH3:30])[N:25]=[C:26]([CH3:28])[N:27]=1)[N:16]=3)([CH2:8][OH:9])[CH2:6][OH:7])[CH:2]([CH3:4])[CH3:3].CCN(CC)CC.[CH3:41][S:42](Cl)(=[O:44])=[O:43], predict the reaction product. The product is: [CH:29]([N:24]1[C:23]([C:17]2[N:16]=[C:15]3[N:19]([CH2:20][CH2:21][O:22][C:13]4[CH:12]=[C:11]([O:10][C:5]([CH2:8][O:9][S:42]([CH3:41])(=[O:44])=[O:43])([CH2:1][CH:2]([CH3:4])[CH3:3])[CH2:6][O:7][S:42]([CH3:41])(=[O:44])=[O:43])[CH:33]=[CH:32][C:14]=43)[CH:18]=2)=[N:27][C:26]([CH3:28])=[N:25]1)([CH3:31])[CH3:30].